From a dataset of Forward reaction prediction with 1.9M reactions from USPTO patents (1976-2016). Predict the product of the given reaction. (1) Given the reactants C(N(C(C)C)CC)(C)C.[CH2:10]([O:12][C:13]([C:15]1([NH:20][C:21]([CH:23]2[CH2:27][CH:26]([OH:28])[CH2:25][CH:24]2[C:29]([OH:31])=O)=[O:22])[CH2:17][CH:16]1[CH:18]=[CH2:19])=[O:14])[CH3:11].CN(C(ON1N=NC2C=CC=NC1=2)=[N+](C)C)C.F[P-](F)(F)(F)(F)F.[CH3:56][NH:57][CH2:58][CH2:59][CH2:60][CH2:61][CH:62]=[CH2:63].CCN(C(C)C)C(C)C, predict the reaction product. The product is: [CH2:10]([O:12][C:13]([C:15]1([NH:20][C:21]([CH:23]2[CH2:27][CH:26]([OH:28])[CH2:25][CH:24]2[C:29](=[O:31])[N:57]([CH2:58][CH2:59][CH2:60][CH2:61][CH:62]=[CH2:63])[CH3:56])=[O:22])[CH2:17][CH:16]1[CH:18]=[CH2:19])=[O:14])[CH3:11]. (2) Given the reactants [CH3:1][C:2]1([CH3:31])[CH:11]=[C:10]([C:12]2[CH:17]=[CH:16][CH:15]=[CH:14][CH:13]=2)[C:9]2[C:4](=[CH:5][C:6]([O:27][CH2:28][CH2:29][CH3:30])=[C:7](/[C:18](/[CH3:26])=[C:19](/[F:25])\[C:20](OCC)=[O:21])[CH:8]=2)[O:3]1.[H-].C([Al+]CC(C)C)C(C)C, predict the reaction product. The product is: [CH3:1][C:2]1([CH3:31])[CH:11]=[C:10]([C:12]2[CH:17]=[CH:16][CH:15]=[CH:14][CH:13]=2)[C:9]2[C:4](=[CH:5][C:6]([O:27][CH2:28][CH2:29][CH3:30])=[C:7](/[C:18](/[CH3:26])=[C:19](/[F:25])\[CH2:20][OH:21])[CH:8]=2)[O:3]1. (3) Given the reactants [CH2:1]([O:4][C:5]1[CH:12]=[C:11]([Br:13])[CH:10]=[CH:9][C:6]=1[CH:7]=O)[CH:2]=[CH2:3].[NH2:14][C:15]1[CH:20]=[CH:19][CH:18]=[CH:17][CH:16]=1, predict the reaction product. The product is: [CH2:1]([O:4][C:5]1[CH:12]=[C:11]([Br:13])[CH:10]=[CH:9][C:6]=1/[CH:7]=[N:14]/[C:15]1[CH:20]=[CH:19][CH:18]=[CH:17][CH:16]=1)[CH:2]=[CH2:3].